This data is from Forward reaction prediction with 1.9M reactions from USPTO patents (1976-2016). The task is: Predict the product of the given reaction. (1) Given the reactants C(=O)([O-])[O-].[K+].[K+].Br[C:8]1[N:12]2[CH:13]=[C:14]([CH3:27])[CH:15]=[C:16]([O:17][CH2:18][C:19]3[C:24]([F:25])=[CH:23][CH:22]=[CH:21][C:20]=3[F:26])[C:11]2=[N:10][C:9]=1[CH3:28].CC1(C)C(C)(C)OB([C:37]2[CH:38]=[N:39][CH:40]=[C:41]([CH:47]=2)[C:42]([O:44][CH2:45][CH3:46])=[O:43])O1.[C:49]([OH:55])([C:51]([F:54])([F:53])[F:52])=[O:50], predict the reaction product. The product is: [F:52][C:51]([F:54])([F:53])[C:49]([OH:55])=[O:50].[F:26][C:20]1[CH:21]=[CH:22][CH:23]=[C:24]([F:25])[C:19]=1[CH2:18][O:17][C:16]1[C:11]2[N:12]([C:8]([C:37]3[CH:38]=[N:39][CH:40]=[C:41]([CH:47]=3)[C:42]([O:44][CH2:45][CH3:46])=[O:43])=[C:9]([CH3:28])[N:10]=2)[CH:13]=[C:14]([CH3:27])[CH:15]=1. (2) Given the reactants Cl.[CH2:2]([N:9]1[CH2:14][CH2:13][C@@H:12]([F:15])[C@H:11]([NH:16]P(=O)(OCC)OCC)[CH2:10]1)[C:3]1[CH:8]=[CH:7][CH:6]=[CH:5][CH:4]=1.[CH3:25][C:26]([O:29][C:30](O[C:30]([O:29][C:26]([CH3:28])([CH3:27])[CH3:25])=[O:31])=[O:31])([CH3:28])[CH3:27].C(OCC)(=O)C, predict the reaction product. The product is: [CH2:2]([N:9]1[CH2:14][CH2:13][C@@H:12]([F:15])[C@H:11]([NH:16][C:30](=[O:31])[O:29][C:26]([CH3:28])([CH3:27])[CH3:25])[CH2:10]1)[C:3]1[CH:4]=[CH:5][CH:6]=[CH:7][CH:8]=1. (3) The product is: [C:29]([O:28][C:26]([N:14]1[CH2:15][CH2:16][N:11]([C:3]2[CH:4]=[CH:5][C:6]([N+:8]([O-:10])=[O:9])=[CH:7][C:2]=2[F:1])[CH2:12][CH2:13]1)=[O:27])([CH3:32])([CH3:31])[CH3:30]. Given the reactants [F:1][C:2]1[CH:7]=[C:6]([N+:8]([O-:10])=[O:9])[CH:5]=[CH:4][C:3]=1[N:11]1[CH2:16][CH2:15][NH:14][CH2:13][CH2:12]1.CCN(C(C)C)C(C)C.[C:26](O[C:26]([O:28][C:29]([CH3:32])([CH3:31])[CH3:30])=[O:27])([O:28][C:29]([CH3:32])([CH3:31])[CH3:30])=[O:27], predict the reaction product.